This data is from Forward reaction prediction with 1.9M reactions from USPTO patents (1976-2016). The task is: Predict the product of the given reaction. Given the reactants C1(C)C=CC=CC=1.O=P(Cl)(Cl)[Cl:10].[CH3:13][O:14][C:15]1[CH:20]=[CH:19][C:18]([C:21]2[CH:26]=[N:25][CH:24]=[CH:23][N+:22]=2[O-])=[CH:17][CH:16]=1, predict the reaction product. The product is: [Cl:10][C:23]1[CH:24]=[N:25][CH:26]=[C:21]([C:18]2[CH:19]=[CH:20][C:15]([O:14][CH3:13])=[CH:16][CH:17]=2)[N:22]=1.